Dataset: NCI-60 drug combinations with 297,098 pairs across 59 cell lines. Task: Regression. Given two drug SMILES strings and cell line genomic features, predict the synergy score measuring deviation from expected non-interaction effect. (1) Drug 1: C1CC(=O)NC(=O)C1N2CC3=C(C2=O)C=CC=C3N. Drug 2: CC12CCC3C(C1CCC2OP(=O)(O)O)CCC4=C3C=CC(=C4)OC(=O)N(CCCl)CCCl.[Na+]. Cell line: SK-MEL-5. Synergy scores: CSS=-3.68, Synergy_ZIP=-1.75, Synergy_Bliss=-6.34, Synergy_Loewe=-12.0, Synergy_HSA=-7.99. (2) Drug 1: CCC1=CC2CC(C3=C(CN(C2)C1)C4=CC=CC=C4N3)(C5=C(C=C6C(=C5)C78CCN9C7C(C=CC9)(C(C(C8N6C)(C(=O)OC)O)OC(=O)C)CC)OC)C(=O)OC.C(C(C(=O)O)O)(C(=O)O)O. Drug 2: CCC1=C2CN3C(=CC4=C(C3=O)COC(=O)C4(CC)O)C2=NC5=C1C=C(C=C5)O. Cell line: NCI-H460. Synergy scores: CSS=55.1, Synergy_ZIP=-7.74, Synergy_Bliss=-7.29, Synergy_Loewe=-19.4, Synergy_HSA=-5.54. (3) Drug 1: CC1=C(C(=CC=C1)Cl)NC(=O)C2=CN=C(S2)NC3=CC(=NC(=N3)C)N4CCN(CC4)CCO. Synergy scores: CSS=40.6, Synergy_ZIP=4.47, Synergy_Bliss=-2.30, Synergy_Loewe=-8.12, Synergy_HSA=-6.43. Drug 2: C1CCC(C(C1)[NH-])[NH-].C(=O)(C(=O)[O-])[O-].[Pt+4]. Cell line: HCT116. (4) Drug 1: C1=CC(=CC=C1C#N)C(C2=CC=C(C=C2)C#N)N3C=NC=N3. Drug 2: CC1=C(N=C(N=C1N)C(CC(=O)N)NCC(C(=O)N)N)C(=O)NC(C(C2=CN=CN2)OC3C(C(C(C(O3)CO)O)O)OC4C(C(C(C(O4)CO)O)OC(=O)N)O)C(=O)NC(C)C(C(C)C(=O)NC(C(C)O)C(=O)NCCC5=NC(=CS5)C6=NC(=CS6)C(=O)NCCC[S+](C)C)O. Cell line: SN12C. Synergy scores: CSS=10.7, Synergy_ZIP=0.548, Synergy_Bliss=6.24, Synergy_Loewe=-10.5, Synergy_HSA=-2.15. (5) Drug 1: C1CN(CCN1C(=O)CCBr)C(=O)CCBr. Drug 2: B(C(CC(C)C)NC(=O)C(CC1=CC=CC=C1)NC(=O)C2=NC=CN=C2)(O)O. Cell line: MDA-MB-231. Synergy scores: CSS=48.0, Synergy_ZIP=-2.12, Synergy_Bliss=1.29, Synergy_Loewe=-22.5, Synergy_HSA=0.566. (6) Drug 1: CC12CCC3C(C1CCC2NC(=O)OCC(F)(F)F)CCC4C3(C=CC(=O)N4C)C. Drug 2: C1CCC(C(C1)[NH-])[NH-].C(=O)(C(=O)[O-])[O-].[Pt+4]. Cell line: UACC62. Synergy scores: CSS=19.9, Synergy_ZIP=-4.19, Synergy_Bliss=-9.66, Synergy_Loewe=-15.8, Synergy_HSA=-10.2. (7) Drug 1: C1=CC(=CC=C1CCCC(=O)O)N(CCCl)CCCl. Drug 2: C1=NC2=C(N1)C(=S)N=C(N2)N. Cell line: CAKI-1. Synergy scores: CSS=63.6, Synergy_ZIP=-1.58, Synergy_Bliss=-2.72, Synergy_Loewe=-12.6, Synergy_HSA=3.45.